This data is from NCI-60 drug combinations with 297,098 pairs across 59 cell lines. The task is: Regression. Given two drug SMILES strings and cell line genomic features, predict the synergy score measuring deviation from expected non-interaction effect. Drug 1: C1=CC(=CC=C1C#N)C(C2=CC=C(C=C2)C#N)N3C=NC=N3. Drug 2: B(C(CC(C)C)NC(=O)C(CC1=CC=CC=C1)NC(=O)C2=NC=CN=C2)(O)O. Cell line: 786-0. Synergy scores: CSS=41.0, Synergy_ZIP=0.502, Synergy_Bliss=-1.96, Synergy_Loewe=-25.9, Synergy_HSA=-8.41.